Dataset: Forward reaction prediction with 1.9M reactions from USPTO patents (1976-2016). Task: Predict the product of the given reaction. (1) Given the reactants [CH2:1]([O:3][C:4](=[O:20])[CH:5]([C:10](=[O:19])[C:11]1[CH:16]=[CH:15][CH:14]=[C:13]([O:17][CH3:18])[CH:12]=1)[CH2:6][C:7](=O)[CH3:8])[CH3:2].Cl.C(=O)(O)[O-].[Na+].CCCCCC.CCOC(C)=O, predict the reaction product. The product is: [CH2:1]([O:3][C:4]([C:5]1[CH:6]=[C:7]([CH3:8])[O:19][C:10]=1[C:11]1[CH:16]=[CH:15][CH:14]=[C:13]([O:17][CH3:18])[CH:12]=1)=[O:20])[CH3:2]. (2) Given the reactants [Cl-].[C:2]([O:6][C:7]([CH2:9][P+](C1C=CC=CC=1)(C1C=CC=CC=1)C1C=CC=CC=1)=[O:8])([CH3:5])([CH3:4])[CH3:3].CC(C)([O-])C.[K+].[F:35][C:36]1[CH:37]=[C:38]([CH:41]=[CH:42][C:43]=1[N+:44]([O-:46])=[O:45])[CH:39]=O, predict the reaction product. The product is: [C:2]([O:6][C:7](=[O:8])/[CH:9]=[CH:39]/[C:38]1[CH:41]=[CH:42][C:43]([N+:44]([O-:46])=[O:45])=[C:36]([F:35])[CH:37]=1)([CH3:5])([CH3:4])[CH3:3].